This data is from Peptide-MHC class I binding affinity with 185,985 pairs from IEDB/IMGT. The task is: Regression. Given a peptide amino acid sequence and an MHC pseudo amino acid sequence, predict their binding affinity value. This is MHC class I binding data. (1) The peptide sequence is PPTCPGYRW. The MHC is H-2-Ld with pseudo-sequence H-2-Ld. The binding affinity (normalized) is 0. (2) The peptide sequence is NNIEFNFTY. The MHC is HLA-B46:01 with pseudo-sequence HLA-B46:01. The binding affinity (normalized) is 0.0847. (3) The peptide sequence is WTDVTPKY. The MHC is Mamu-A02 with pseudo-sequence Mamu-A02. The binding affinity (normalized) is 0.765. (4) The MHC is HLA-A02:06 with pseudo-sequence HLA-A02:06. The binding affinity (normalized) is 0.631. The peptide sequence is IYDFYNAEY. (5) The peptide sequence is RPGPVKFSL. The MHC is HLA-B46:01 with pseudo-sequence HLA-B46:01. The binding affinity (normalized) is 0.0847. (6) The peptide sequence is RMYSPTSI. The binding affinity (normalized) is 0. The MHC is HLA-A11:01 with pseudo-sequence HLA-A11:01. (7) The peptide sequence is SHAKVLVTF. The MHC is HLA-A26:02 with pseudo-sequence HLA-A26:02. The binding affinity (normalized) is 0.0847. (8) The MHC is HLA-A80:01 with pseudo-sequence HLA-A80:01. The binding affinity (normalized) is 0.0847. The peptide sequence is QTDNDIWFW.